From a dataset of NCI-60 drug combinations with 297,098 pairs across 59 cell lines. Regression. Given two drug SMILES strings and cell line genomic features, predict the synergy score measuring deviation from expected non-interaction effect. (1) Drug 1: CCCS(=O)(=O)NC1=C(C(=C(C=C1)F)C(=O)C2=CNC3=C2C=C(C=N3)C4=CC=C(C=C4)Cl)F. Drug 2: CCC1(C2=C(COC1=O)C(=O)N3CC4=CC5=C(C=CC(=C5CN(C)C)O)N=C4C3=C2)O.Cl. Cell line: SW-620. Synergy scores: CSS=6.00, Synergy_ZIP=15.8, Synergy_Bliss=5.64, Synergy_Loewe=-45.8, Synergy_HSA=-9.52. (2) Drug 1: CN1CCC(CC1)COC2=C(C=C3C(=C2)N=CN=C3NC4=C(C=C(C=C4)Br)F)OC. Drug 2: C1CC(=O)NC(=O)C1N2C(=O)C3=CC=CC=C3C2=O. Cell line: A498. Synergy scores: CSS=16.4, Synergy_ZIP=-3.39, Synergy_Bliss=8.51, Synergy_Loewe=-3.12, Synergy_HSA=6.11. (3) Drug 1: COC1=C(C=C2C(=C1)N=CN=C2NC3=CC(=C(C=C3)F)Cl)OCCCN4CCOCC4. Drug 2: CC1=C(C(CCC1)(C)C)C=CC(=CC=CC(=CC(=O)O)C)C. Cell line: HCC-2998. Synergy scores: CSS=7.09, Synergy_ZIP=-1.39, Synergy_Bliss=-2.38, Synergy_Loewe=-4.18, Synergy_HSA=-3.42. (4) Drug 1: C1=CC(=CC=C1C#N)C(C2=CC=C(C=C2)C#N)N3C=NC=N3. Drug 2: C1=NNC2=C1C(=O)NC=N2. Cell line: SNB-75. Synergy scores: CSS=4.31, Synergy_ZIP=4.04, Synergy_Bliss=0.627, Synergy_Loewe=-1.10, Synergy_HSA=-0.860. (5) Drug 1: C1CCN(CC1)CCOC2=CC=C(C=C2)C(=O)C3=C(SC4=C3C=CC(=C4)O)C5=CC=C(C=C5)O. Drug 2: C1C(C(OC1N2C=C(C(=O)NC2=O)F)CO)O. Cell line: NCI-H226. Synergy scores: CSS=-4.50, Synergy_ZIP=1.17, Synergy_Bliss=-2.15, Synergy_Loewe=-3.99, Synergy_HSA=-5.45. (6) Drug 1: CN1C2=C(C=C(C=C2)N(CCCl)CCCl)N=C1CCCC(=O)O.Cl. Drug 2: CCCCCOC(=O)NC1=NC(=O)N(C=C1F)C2C(C(C(O2)C)O)O. Cell line: M14. Synergy scores: CSS=13.2, Synergy_ZIP=0.0820, Synergy_Bliss=-0.301, Synergy_Loewe=-7.58, Synergy_HSA=0.0720.